From a dataset of Full USPTO retrosynthesis dataset with 1.9M reactions from patents (1976-2016). Predict the reactants needed to synthesize the given product. (1) Given the product [C:26]1([C:14]2[NH:13][C:3]3[C:2]([CH:15]=2)=[CH:7][CH:6]=[C:5]([O:8][C:9]([F:12])([F:11])[F:10])[CH:4]=3)[CH:25]=[CH:4][CH:3]=[CH:2][CH:7]=1, predict the reactants needed to synthesize it. The reactants are: Br[C:2]1[CH:7]=[CH:6][C:5]([O:8][C:9]([F:12])([F:11])[F:10])=[CH:4][C:3]=1[NH:13][C:14](=O)[C:15](F)(F)F.C(N([CH2:25][CH3:26])CC)C.C(=O)([O-])[O-].[K+].[K+]. (2) Given the product [Cl:1][C:2]1[C:7]([Cl:8])=[C:6]([C:9]2[CH:14]=[CH:13][C:12]([O:15][CH3:16])=[CH:11][CH:10]=2)[N:5]=[C:4]([C:17]([Cl:22])=[O:19])[CH:3]=1, predict the reactants needed to synthesize it. The reactants are: [Cl:1][C:2]1[C:7]([Cl:8])=[C:6]([C:9]2[CH:14]=[CH:13][C:12]([O:15][CH3:16])=[CH:11][CH:10]=2)[N:5]=[C:4]([C:17]([OH:19])=O)[CH:3]=1.S(Cl)([Cl:22])=O.CN(C)C=O.CN(C1C=CC=CN=1)C. (3) Given the product [N:4]1[CH:9]=[CH:8][CH:7]=[C:6]([CH2:10][C:11](=[CH2:15])[C:12]([OH:14])=[O:13])[CH:5]=1, predict the reactants needed to synthesize it. The reactants are: CNC.[N:4]1[CH:9]=[CH:8][CH:7]=[C:6]([CH2:10][CH:11]([C:15](O)=O)[C:12]([OH:14])=[O:13])[CH:5]=1.C=O. (4) The reactants are: [BH4-].[Na+].CO.[O:5]1[CH2:10][CH2:9][CH:8]([CH2:11][NH:12][C:13]([C:15]2[C:19]([CH:20]=[O:21])=[C:18]([CH2:22][O:23][CH2:24][C:25]3[CH:34]=[CH:33][C:32]4[C:27](=[CH:28][CH:29]=[CH:30][CH:31]=4)[CH:26]=3)[O:17][N:16]=2)=[O:14])[CH2:7][CH2:6]1. Given the product [O:5]1[CH2:10][CH2:9][CH:8]([CH2:11][NH:12][C:13]([C:15]2[C:19]([CH2:20][OH:21])=[C:18]([CH2:22][O:23][CH2:24][C:25]3[CH:34]=[CH:33][C:32]4[C:27](=[CH:28][CH:29]=[CH:30][CH:31]=4)[CH:26]=3)[O:17][N:16]=2)=[O:14])[CH2:7][CH2:6]1, predict the reactants needed to synthesize it. (5) Given the product [ClH:1].[CH2:8]([O:12][C:2]1[CH:11]=[CH:10][C:9]2[C:8](=[O:12])[CH2:7][C:6]([CH3:14])([CH3:13])[CH2:5][C:4]=2[N:3]=1)[CH:9]([CH3:10])[CH3:4], predict the reactants needed to synthesize it. The reactants are: [Cl:1][C:2]1[CH:11]=[CH:10][C:9]2[C:8](=[O:12])[CH2:7][C:6]([CH3:14])([CH3:13])[CH2:5][C:4]=2[N:3]=1. (6) The reactants are: [CH2:1]([C:4]1[C:10]([OH:11])=[CH:9][CH:8]=[CH:7][C:5]=1[OH:6])[CH2:2][CH3:3].[C:12]([O-])([O-])=O.[K+].[K+].IC.Cl. Given the product [CH3:12][O:11][C:10]1[C:4]([CH2:1][CH2:2][CH3:3])=[C:5]([OH:6])[CH:7]=[CH:8][CH:9]=1, predict the reactants needed to synthesize it.